Dataset: Catalyst prediction with 721,799 reactions and 888 catalyst types from USPTO. Task: Predict which catalyst facilitates the given reaction. (1) Reactant: C1C=CC(P(C2C=CC=CC=2)C2C=CC=CC=2)=CC=1.O.[CH2:21]([O:23][C:24]([C:26]1[NH:27][CH:28]=[C:29]([CH2:31][N:32]=[N+]=[N-])[CH:30]=1)=[O:25])[CH3:22]. The catalyst class is: 1. Product: [CH2:21]([O:23][C:24]([C:26]1[NH:27][CH:28]=[C:29]([CH2:31][NH2:32])[CH:30]=1)=[O:25])[CH3:22]. (2) Reactant: [Cl:1][C:2]1[C:11]([N+:12]([O-:14])=[O:13])=[C:10](Cl)[C:9]2[CH2:8][CH2:7][CH2:6][CH2:5][C:4]=2[N:3]=1.C(N(CC)CC)C.[N:23]1[CH:28]=[CH:27][CH:26]=[C:25]([CH2:29][CH2:30][CH2:31][O:32][CH2:33][CH2:34][NH2:35])[CH:24]=1. Product: [Cl:1][C:2]1[C:11]([N+:12]([O-:14])=[O:13])=[C:10]([NH:35][CH2:34][CH2:33][O:32][CH2:31][CH2:30][CH2:29][C:25]2[CH:24]=[N:23][CH:28]=[CH:27][CH:26]=2)[C:9]2[CH2:8][CH2:7][CH2:6][CH2:5][C:4]=2[N:3]=1. The catalyst class is: 9. (3) Reactant: [CH2:1]([C:3]1[CH:25]=[CH:24][CH:23]=[C:22]([CH3:26])[C:4]=1[CH2:5][O:6][C:7]1[C:15]2[N:14]=[C:13]([CH3:16])[N:12]([CH3:17])[C:11]=2[CH:10]=[C:9]([C:18]([O:20]C)=[O:19])[CH:8]=1)[CH3:2].[OH-].[Na+].Cl. Product: [CH2:1]([C:3]1[CH:25]=[CH:24][CH:23]=[C:22]([CH3:26])[C:4]=1[CH2:5][O:6][C:7]1[C:15]2[N:14]=[C:13]([CH3:16])[N:12]([CH3:17])[C:11]=2[CH:10]=[C:9]([C:18]([OH:20])=[O:19])[CH:8]=1)[CH3:2]. The catalyst class is: 12.